Dataset: Full USPTO retrosynthesis dataset with 1.9M reactions from patents (1976-2016). Task: Predict the reactants needed to synthesize the given product. (1) Given the product [CH3:17][N:18]([CH3:25])[CH2:19][CH2:20][CH2:21][C:22]1[NH:15][C:13](=[O:14])[C:3]2[CH:4]=[N:5][N:6]([C:7]3[CH:12]=[CH:11][CH:10]=[CH:9][CH:8]=3)[C:2]=2[N:1]=1, predict the reactants needed to synthesize it. The reactants are: [NH2:1][C:2]1[N:6]([C:7]2[CH:12]=[CH:11][CH:10]=[CH:9][CH:8]=2)[N:5]=[CH:4][C:3]=1[C:13]([NH2:15])=[O:14].Cl.[CH3:17][N:18]([CH3:25])[CH2:19][CH2:20][CH2:21][C:22](O)=O.N. (2) Given the product [Cl:1][C:2]1[CH:7]=[CH:6][C:5]([C@@H:8]2[N:14]([C@@H:15]([C:17]3[CH:22]=[CH:21][C:20]([Cl:23])=[CH:19][CH:18]=3)[CH3:16])[C:13](=[O:24])[C:12]3[CH:25]=[C:26]([S:32][CH3:31])[CH:27]=[CH:28][C:11]=3[NH:10][C:9]2=[O:30])=[CH:4][CH:3]=1, predict the reactants needed to synthesize it. The reactants are: [Cl:1][C:2]1[CH:7]=[CH:6][C:5]([C@@H:8]2[N:14]([C@@H:15]([C:17]3[CH:22]=[CH:21][C:20]([Cl:23])=[CH:19][CH:18]=3)[CH3:16])[C:13](=[O:24])[C:12]3[CH:25]=[C:26](I)[CH:27]=[CH:28][C:11]=3[NH:10][C:9]2=[O:30])=[CH:4][CH:3]=1.[CH3:31][S-:32].[Na+]. (3) The reactants are: [F:1][C:2]1[CH:3]=[C:4]([NH:20][C:21](=[O:23])[CH3:22])[CH:5]=[C:6]([F:19])[C:7]=1[S:8][C:9]1[CH:14]=[CH:13][C:12]([CH3:15])=[CH:11][C:10]=1[N+:16]([O-])=O.[NH4+].[Cl-]. Given the product [NH2:16][C:10]1[CH:11]=[C:12]([CH3:15])[CH:13]=[CH:14][C:9]=1[S:8][C:7]1[C:2]([F:1])=[CH:3][C:4]([NH:20][C:21](=[O:23])[CH3:22])=[CH:5][C:6]=1[F:19], predict the reactants needed to synthesize it. (4) Given the product [CH2:17]([C:2]1[C:11]([O:12][CH3:13])=[CH:10][C:9]([Cl:14])=[CH:8][C:3]=1[C:4]([O:6][CH3:7])=[O:5])[CH:16]=[CH2:15], predict the reactants needed to synthesize it. The reactants are: Br[C:2]1[C:11]([O:12][CH3:13])=[CH:10][C:9]([Cl:14])=[CH:8][C:3]=1[C:4]([O:6][CH3:7])=[O:5].[CH2:15]([Sn](CCCC)(CCCC)CCCC)[CH:16]=[CH2:17].C([O-])([O-])=O.[K+].[K+].C(Cl)Cl. (5) Given the product [NH2:12][C:9]1[C:10]([CH3:11])=[C:5]2[C:4]([CH:15]3[CH2:20][CH2:19][N:18]([C:21]([O:23][C:24]([CH3:25])([CH3:26])[CH3:27])=[O:22])[CH2:17][CH2:16]3)=[CH:3][N:2]([CH3:1])[C:6]2=[N:7][CH:8]=1, predict the reactants needed to synthesize it. The reactants are: [CH3:1][N:2]1[C:6]2=[N:7][CH:8]=[C:9]([N+:12]([O-])=O)[C:10]([CH3:11])=[C:5]2[C:4]([C:15]2[CH2:16][CH2:17][N:18]([C:21]([O:23][C:24]([CH3:27])([CH3:26])[CH3:25])=[O:22])[CH2:19][CH:20]=2)=[CH:3]1.[H][H]. (6) The reactants are: [N+:1]([C:4]1[NH:5][CH:6]=[CH:7][N:8]=1)([O-:3])=[O:2].[CH2:9]([CH:11]1[O:13][CH2:12]1)Cl.C(=O)([O-])[O-].[K+].[K+]. Given the product [N+:1]([C:4]1[N:5]([CH2:9][CH:11]2[CH2:12][O:13]2)[CH:6]=[CH:7][N:8]=1)([O-:3])=[O:2], predict the reactants needed to synthesize it. (7) Given the product [O:24]1[C:23]2[CH:27]=[CH:28][C:20]([C:5]3([CH2:4][C:3]([OH:29])=[O:2])[C:13]4[C:8](=[CH:9][CH:10]=[CH:11][CH:12]=4)[N:7]([CH2:14][CH2:15][CH2:16][CH2:17][CH3:18])[C:6]3=[O:19])=[CH:21][C:22]=2[O:26][CH2:25]1, predict the reactants needed to synthesize it. The reactants are: C[O:2][C:3](=[O:29])[CH2:4][C:5]1([C:20]2[CH:28]=[CH:27][C:23]3[O:24][CH2:25][O:26][C:22]=3[CH:21]=2)[C:13]2[C:8](=[CH:9][CH:10]=[CH:11][CH:12]=2)[N:7]([CH2:14][CH2:15][CH2:16][CH2:17][CH3:18])[C:6]1=[O:19].O.[OH-].[Li+]. (8) Given the product [Cl:28][C:29]1[CH:30]=[C:31]2[C:40](=[CH:41][CH:42]=1)[C:39]([NH:43][CH2:44][CH2:45][CH2:46][CH2:47][CH2:21][CH2:22][NH:18][C:13](=[O:15])[CH2:12][CH2:11][CH2:10][C:3]1[C:4]3[C:9](=[CH:8][CH:7]=[CH:6][CH:5]=3)[NH:1][CH:2]=1)=[C:38]1[C:33]([CH2:34][CH2:35][CH2:36][CH2:37]1)=[N:32]2, predict the reactants needed to synthesize it. The reactants are: [NH:1]1[C:9]2[C:4](=[CH:5][CH:6]=[CH:7][CH:8]=2)[C:3]([CH2:10][CH2:11][CH2:12][C:13]([OH:15])=O)=[CH:2]1.C(N1C=CN=C1)([N:18]1[CH:22]=[CH:21]N=C1)=O.[Cl:28][C:29]1[CH:30]=[C:31]2[C:40](=[CH:41][CH:42]=1)[C:39]([NH:43][CH2:44][CH2:45][CH2:46][CH2:47]C(N)C)=[C:38]1[C:33]([CH2:34][CH2:35][CH2:36][CH2:37]1)=[N:32]2. (9) Given the product [NH2:14][CH2:15][C:16]1([C:19]2[O:20][C:21]([CH:24]3[CH2:30][CH2:29][C@@H:28]4[CH2:31][N:25]3[C:26](=[O:40])[N:27]4[O:32][CH2:33][C:34]3[CH:39]=[CH:38][CH:37]=[CH:36][CH:35]=3)=[N:22][N:23]=2)[CH2:17][CH2:18]1, predict the reactants needed to synthesize it. The reactants are: C(O)(C(F)(F)F)=O.C(OC(=O)[NH:14][CH2:15][C:16]1([C:19]2[O:20][C:21]([CH:24]3[CH2:30][CH2:29][C@@H:28]4[CH2:31][N:25]3[C:26](=[O:40])[N:27]4[O:32][CH2:33][C:34]3[CH:39]=[CH:38][CH:37]=[CH:36][CH:35]=3)=[N:22][N:23]=2)[CH2:18][CH2:17]1)(C)(C)C.